This data is from Forward reaction prediction with 1.9M reactions from USPTO patents (1976-2016). The task is: Predict the product of the given reaction. (1) Given the reactants [Br:1][C:2]1[C:3](Cl)=[C:4]2[CH:10]=[CH:9][N:8]([CH2:11][O:12][CH2:13][CH2:14][Si:15]([CH3:18])([CH3:17])[CH3:16])[C:5]2=[N:6][CH:7]=1.[CH:20]1([NH2:26])[CH2:25][CH2:24][CH2:23][CH2:22][CH2:21]1.[Cl-].[Na+], predict the reaction product. The product is: [Br:1][C:2]1[CH:7]=[N:6][C:5]2[N:8]([CH2:11][O:12][CH2:13][CH2:14][Si:15]([CH3:18])([CH3:17])[CH3:16])[CH:9]=[CH:10][C:4]=2[C:3]=1[NH:26][CH:20]1[CH2:25][CH2:24][CH2:23][CH2:22][CH2:21]1. (2) Given the reactants C(NC(C)C)(C)C.[Li]CCCC.[CH3:13][O:14][C:15]([C:17]1[S:18][CH:19]=[CH:20][C:21]=1[N:22]([CH:32]1[CH2:41][CH2:40][C:35]2([O:39][CH2:38][CH2:37][O:36]2)[CH2:34][CH2:33]1)[C:23]([C@H:25]1[CH2:30][CH2:29][C@H:28]([CH3:31])[CH2:27][CH2:26]1)=[O:24])=[O:16].C(B(CCCC)CCCC)CCC.C([Cu])#N.Br[CH:59]1[CH2:64][CH2:63][CH2:62][CH:61]=[CH:60]1.[OH-].[Na+].OO, predict the reaction product. The product is: [CH3:13][O:14][C:15]([C:17]1[S:18][C:19]([CH:64]2[CH2:63][CH2:62][CH2:61][CH:60]=[CH:59]2)=[CH:20][C:21]=1[N:22]([CH:32]1[CH2:41][CH2:40][C:35]2([O:39][CH2:38][CH2:37][O:36]2)[CH2:34][CH2:33]1)[C:23]([C@H:25]1[CH2:26][CH2:27][C@H:28]([CH3:31])[CH2:29][CH2:30]1)=[O:24])=[O:16]. (3) Given the reactants Cl.[NH:2]1[C:7]2[N:8]=[CH:9][CH:10]=[CH:11][C:6]=2[C:5]2([CH2:16][CH2:15][NH:14][CH2:13][CH2:12]2)[O:4][C:3]1=[O:17].Cl[C:19]1[N:24]=[CH:23][N:22]=[C:21]([O:25][C:26]2[CH:27]=[C:28]([CH3:38])[C:29]3[N:33]=[C:32]([CH2:34][O:35][CH3:36])[NH:31][C:30]=3[CH:37]=2)[CH:20]=1.CCN(C(C)C)C(C)C, predict the reaction product. The product is: [CH3:36][O:35][CH2:34][C:32]1[NH:31][C:30]2[CH:37]=[C:26]([O:25][C:21]3[N:22]=[CH:23][N:24]=[C:19]([N:14]4[CH2:13][CH2:12][C:5]5([O:4][C:3](=[O:17])[NH:2][C:7]6[N:8]=[CH:9][CH:10]=[CH:11][C:6]5=6)[CH2:16][CH2:15]4)[CH:20]=3)[CH:27]=[C:28]([CH3:38])[C:29]=2[N:33]=1. (4) The product is: [C:33]([O:37][C:38]([N:40]1[CH2:45][CH2:44][N:43]([CH2:46][C:47]2[CH:52]=[CH:51][CH:50]=[C:49]([C:53](=[S:15])[N:54]([CH3:56])[CH3:55])[CH:48]=2)[CH2:42][CH2:41]1)=[O:39])([CH3:36])([CH3:35])[CH3:34]. Given the reactants O(C1C=CC(P2(=S)SP(=S)(C3C=CC(OC4C=CC=CC=4)=CC=3)[S:15]2)=CC=1)C1C=CC=CC=1.[C:33]([O:37][C:38]([N:40]1[CH2:45][CH2:44][N:43]([CH2:46][C:47]2[CH:52]=[CH:51][CH:50]=[C:49]([C:53](=O)[N:54]([CH3:56])[CH3:55])[CH:48]=2)[CH2:42][CH2:41]1)=[O:39])([CH3:36])([CH3:35])[CH3:34], predict the reaction product. (5) Given the reactants [C:1]([C@H:3]1[CH2:7][N:6]([CH2:8][C:9]2[CH:14]=[CH:13][CH:12]=[CH:11][CH:10]=2)[CH2:5][C@H:4]1[C:15]([O:17]CC)=[O:16])#[N:2].[OH-].[K+].Cl, predict the reaction product. The product is: [C:1]([C@@H:3]1[CH2:7][N:6]([CH2:8][C:9]2[CH:14]=[CH:13][CH:12]=[CH:11][CH:10]=2)[CH2:5][C@@H:4]1[C:15]([OH:17])=[O:16])#[N:2]. (6) Given the reactants Br[C:2]1[CH:7]=[CH:6][C:5]([O:8][CH2:9][CH2:10][CH2:11][N:12]2[CH2:17][CH2:16][CH2:15][CH2:14][CH2:13]2)=[CH:4][C:3]=1[F:18].[N:19]1([C:25]([O:27][C:28]([CH3:31])([CH3:30])[CH3:29])=[O:26])[CH2:24][CH2:23][NH:22][CH2:21][CH2:20]1, predict the reaction product. The product is: [F:18][C:3]1[CH:4]=[C:5]([O:8][CH2:9][CH2:10][CH2:11][N:12]2[CH2:17][CH2:16][CH2:15][CH2:14][CH2:13]2)[CH:6]=[CH:7][C:2]=1[N:22]1[CH2:21][CH2:20][N:19]([C:25]([O:27][C:28]([CH3:31])([CH3:30])[CH3:29])=[O:26])[CH2:24][CH2:23]1.